From a dataset of Reaction yield outcomes from USPTO patents with 853,638 reactions. Predict the reaction yield, written as a fraction of the theoretical maximum amount of product (1.0 means a 100% yield; for example, 0.34 means a 34% yield). (1) The reactants are C([O:3][C:4]([C:6]1[N:7]=[C:8]2[CH:13]=[CH:12][C:11]([CH2:14][NH:15][C:16]([O:18][C:19]([CH3:22])([CH3:21])[CH3:20])=[O:17])=[CH:10][N:9]2[CH:23]=1)=[O:5])C.O.[OH-].[Li+]. The catalyst is O1CCOCC1.O. The product is [C:19]([O:18][C:16]([NH:15][CH2:14][C:11]1[CH:12]=[CH:13][C:8]2[N:9]([CH:23]=[C:6]([C:4]([OH:5])=[O:3])[N:7]=2)[CH:10]=1)=[O:17])([CH3:22])([CH3:20])[CH3:21]. The yield is 0.690. (2) The reactants are Cl[C:2](Cl)([O:4]C(=O)OC(Cl)(Cl)Cl)Cl.[CH2:13]([O:20][NH:21][C@H:22]1[CH2:27][NH:26][C@H:25]([C:28]([O:30][CH2:31][CH3:32])=[O:29])[CH2:24][CH2:23]1)[C:14]1[CH:19]=[CH:18][CH:17]=[CH:16][CH:15]=1.CCN(C(C)C)C(C)C. The catalyst is C(Cl)Cl. The product is [CH2:13]([O:20][N:21]1[C:2](=[O:4])[N:26]2[CH2:27][C@H:22]1[CH2:23][CH2:24][C@H:25]2[C:28]([O:30][CH2:31][CH3:32])=[O:29])[C:14]1[CH:15]=[CH:16][CH:17]=[CH:18][CH:19]=1. The yield is 0.500. (3) The reactants are [Br:1][C:2]1[CH:11]=[C:10]2[C:5]([CH:6]=[C:7]([C:13](=O)[CH2:14]Br)[C:8](=[O:12])[O:9]2)=[CH:4][CH:3]=1.[NH2:17][C:18]1[C:23]([CH3:24])=[N:22][C:21]([CH3:25])=[CH:20][N:19]=1.C([O-])(O)=O.[Na+]. The catalyst is CC#N. The product is [Br:1][C:2]1[CH:11]=[C:10]2[C:5]([CH:6]=[C:7]([C:13]3[N:17]=[C:18]4[C:23]([CH3:24])=[N:22][C:21]([CH3:25])=[CH:20][N:19]4[CH:14]=3)[C:8](=[O:12])[O:9]2)=[CH:4][CH:3]=1. The yield is 0.880. (4) The reactants are [NH2:1][C:2]1[C:11]2[C:6](=[C:7](I)[CH:8]=[CH:9][CH:10]=2)[N:5]=[N:4][C:3]=1[C:13]([NH:15][CH2:16][CH2:17][CH3:18])=[O:14].[F:19][C:20]1[CH:25]=[CH:24][C:23](B(O)O)=[CH:22][CH:21]=1. No catalyst specified. The product is [NH2:1][C:2]1[C:11]2[C:6](=[C:7]([C:23]3[CH:24]=[CH:25][C:20]([F:19])=[CH:21][CH:22]=3)[CH:8]=[CH:9][CH:10]=2)[N:5]=[N:4][C:3]=1[C:13]([NH:15][CH2:16][CH2:17][CH3:18])=[O:14]. The yield is 0.470. (5) The reactants are [NH2:1][C:2]1[CH:7]=[CH:6][CH:5]=[CH:4][N:3]=1.[C:8]([C:12]1[CH:21]=[CH:20][C:15]([C:16](=O)[CH2:17]Cl)=[CH:14][CH:13]=1)([CH3:11])([CH3:10])[CH3:9].C(=O)(O)[O-].[Na+]. The catalyst is C(O)(C)C. The product is [C:8]([C:12]1[CH:13]=[CH:14][C:15]([C:16]2[N:1]=[C:2]3[CH:7]=[CH:6][CH:5]=[CH:4][N:3]3[CH:17]=2)=[CH:20][CH:21]=1)([CH3:11])([CH3:10])[CH3:9]. The yield is 0.620. (6) The reactants are [NH2:1][C:2]1[CH:7]=[C:6]([O:8][C:9]([F:12])([F:11])[F:10])[CH:5]=[CH:4][C:3]=1[OH:13].C(=O)(O)[O-].[Na+].[Br:19][CH2:20][C:21](Br)=[O:22]. The catalyst is C(Cl)(Cl)Cl. The product is [Br:19][CH2:20][C:21]([NH:1][C:2]1[CH:7]=[C:6]([O:8][C:9]([F:10])([F:11])[F:12])[CH:5]=[CH:4][C:3]=1[OH:13])=[O:22]. The yield is 0.870. (7) The reactants are [Br:1][C:2]1[CH:10]=[C:6]([C:7]([OH:9])=O)[C:5]([OH:11])=[CH:4][CH:3]=1.[CH3:12][O:13][C:14](=[O:28])[CH2:15][C:16]1[S:20][C:19]([NH2:21])=[N:18][C:17]=1[C:22]1[CH:27]=[CH:26][CH:25]=[CH:24][CH:23]=1. No catalyst specified. The product is [CH3:12][O:13][C:14](=[O:28])[CH2:15][C:16]1[S:20][C:19]([NH:21][C:7](=[O:9])[C:6]2[CH:10]=[C:2]([Br:1])[CH:3]=[CH:4][C:5]=2[OH:11])=[N:18][C:17]=1[C:22]1[CH:27]=[CH:26][CH:25]=[CH:24][CH:23]=1. The yield is 0.321.